Task: Predict hERG channel inhibition at various concentrations.. Dataset: hERG Central: cardiac toxicity at 1µM, 10µM, and general inhibition The drug is CCN(CC)c1ccc(CN(C)CCc2ccc(OC)c(OC)c2)cc1. Results: hERG_inhib (hERG inhibition (general)): blocker.